This data is from Reaction yield outcomes from USPTO patents with 853,638 reactions. The task is: Predict the reaction yield, written as a fraction of the theoretical maximum amount of product (1.0 means a 100% yield; for example, 0.34 means a 34% yield). (1) The reactants are CC(C)([O-])C.[K+].[Br:7][C:8]1[CH:13]=[C:12]([O:14][CH3:15])[C:11]([N+:16]([O-:18])=[O:17])=[CH:10][C:9]=1[F:19].CO. The product is [Br:7][C:8]1[CH:13]=[C:12]([O:14][CH3:15])[C:11]([N+:16]([O-:18])=[O:17])=[CH:10][C:9]=1[F:19]. The catalyst is C1COCC1. The yield is 0.980. (2) The reactants are [N+:1]([O-:4])(O)=[O:2].S(=O)(=O)(O)O.[S:10]1[CH:14]=[CH:13][CH:12]=[C:11]1[C:15]([O:17][CH2:18][CH3:19])=[O:16]. The catalyst is S(=O)(=O)(O)O. The product is [N+:1]([C:13]1[CH:12]=[C:11]([C:15]([O:17][CH2:18][CH3:19])=[O:16])[S:10][CH:14]=1)([O-:4])=[O:2]. The yield is 0.960. (3) The reactants are C[C:2](C)([C:6]([O-:8])=[O:7])C([O-])=O.[H-].[Na+].[C:12]12[C:18](=[CH:19][CH:20]=[CH:21][CH:22]=1)[NH:17][C:16](=[O:23])[O:15][C:13]2=O.Cl.[CH3:25]N(C=O)C. The yield is 0.720. The product is [OH:15][C:13]1[C:12]2[C:18](=[CH:19][CH:20]=[CH:21][CH:22]=2)[NH:17][C:16](=[O:23])[C:2]=1[C:6]([O:8][CH3:25])=[O:7]. No catalyst specified. (4) The reactants are C[C@H]1N(C)CCN(C2C=CC(NC3C(=O)N(C)C=C(C4C(CO)=C(N5CCN6C7CCCCC=7C=C6C5=O)C=C(F)C=4)C=3)=NC=2)C1.C([O:50][CH2:51][C:52]1[C:57]([N:58]2[CH2:70][CH2:69][N:61]3[C:62]4[CH2:63][CH2:64][CH2:65][CH2:66][C:67]=4[CH:68]=[C:60]3[C:59]2=[O:71])=[CH:56][C:55]([F:72])=[CH:54][C:53]=1[C:73]1[CH:78]=[C:77]([NH:79][C:80]2[CH:85]=[CH:84][C:83]([N:86]3[CH2:91][CH2:90][N:89]([CH3:92])[CH2:88][C@H:87]3[CH3:93])=[CH:82][N:81]=2)[C:76](=[O:94])[N:75]([CH3:95])[CH:74]=1)(=O)C.[OH-].[Li+]. No catalyst specified. The product is [CH3:93][C@@H:87]1[CH2:88][N:89]([CH3:92])[CH2:90][CH2:91][N:86]1[C:83]1[CH:84]=[CH:85][C:80]([NH:79][C:77]2[C:76](=[O:94])[N:75]([CH3:95])[CH:74]=[C:73]([C:53]3[C:52]([CH2:51][OH:50])=[C:57]([N:58]4[CH2:70][CH2:69][N:61]5[C:62]6[CH2:63][CH2:64][CH2:65][CH2:66][C:67]=6[CH:68]=[C:60]5[C:59]4=[O:71])[CH:56]=[C:55]([F:72])[CH:54]=3)[CH:78]=2)=[N:81][CH:82]=1. The yield is 0.480. (5) The reactants are [Br:1][C:2]1[CH:3]=[C:4]2[C:8](=[CH:9][CH:10]=1)[NH:7][N:6]=[C:5]2[C:11]1[CH:16]=[CH:15][C:14]([F:17])=[CH:13][CH:12]=1.[O:18]1[CH:23]=[CH:22][CH2:21][CH2:20][CH2:19]1.O.C1(C)C=CC(S(O)(=O)=O)=CC=1. The catalyst is O1CCCC1. The product is [Br:1][C:2]1[CH:3]=[C:4]2[C:8](=[CH:9][CH:10]=1)[N:7]([CH:19]1[CH2:20][CH2:21][CH2:22][CH2:23][O:18]1)[N:6]=[C:5]2[C:11]1[CH:16]=[CH:15][C:14]([F:17])=[CH:13][CH:12]=1. The yield is 0.820. (6) The reactants are [CH:1]1([CH2:7][C@H:8]([N:12]2[CH2:16][C:15]([O:17][C:18]3[CH:23]=[CH:22][CH:21]=[CH:20][C:19]=3[O:24][CH3:25])=[CH:14][C:13]2=[O:26])[C:9](O)=[O:10])[CH2:6][CH2:5][CH2:4][CH2:3][CH2:2]1.CN(C)CCCN=C=NCC.ON1C2C=CC=CC=2N=N1.[NH2:48][C:49]1[CH:53]=[CH:52][N:51]([CH2:54][C:55]([CH3:58])([OH:57])[CH3:56])[N:50]=1. The product is [CH:1]1([CH2:7][C@H:8]([N:12]2[CH2:16][C:15]([O:17][C:18]3[CH:23]=[CH:22][CH:21]=[CH:20][C:19]=3[O:24][CH3:25])=[CH:14][C:13]2=[O:26])[C:9]([NH:48][C:49]2[CH:53]=[CH:52][N:51]([CH2:54][C:55]([OH:57])([CH3:56])[CH3:58])[N:50]=2)=[O:10])[CH2:6][CH2:5][CH2:4][CH2:3][CH2:2]1. The catalyst is ClCCl. The yield is 0.400. (7) The reactants are Br[C:2]1[CH:7]=[CH:6][C:5]([CH3:8])=[CH:4][C:3]=1[N+:9]([O-:11])=[O:10].[CH3:12][O:13][C:14]1[CH:19]=[CH:18][C:17]([CH:20]=[CH2:21])=[CH:16][CH:15]=1.C(N(CC)CC)C. The catalyst is CN(C)C=O.C([O-])(=O)C.[Pd+2].C([O-])(=O)C.C1(C)C=CC=CC=1P(C1C=CC=CC=1C)C1C=CC=CC=1C. The product is [CH3:12][O:13][C:14]1[CH:19]=[CH:18][C:17]([CH:20]=[CH:21][C:2]2[CH:7]=[CH:6][C:5]([CH3:8])=[CH:4][C:3]=2[N+:9]([O-:11])=[O:10])=[CH:16][CH:15]=1. The yield is 0.580. (8) The reactants are [C:1]1([CH3:11])[CH:6]=[CH:5][C:4]([S:7]([Cl:10])(=[O:9])=[O:8])=[CH:3][CH:2]=1.C([O:15][C:16](=[O:18])[CH3:17])(=O)C.S(=O)(=O)(O)O.[C:24]([OH:27])(=[O:26])[CH3:25]. The catalyst is [O-2].[O-2].[O-2].[Cr+6]. The product is [C:24]([O:27][CH:11]([O:15][C:16](=[O:18])[CH3:17])[C:1]1[CH:2]=[CH:3][C:4]([S:7]([Cl:10])(=[O:9])=[O:8])=[CH:5][CH:6]=1)(=[O:26])[CH3:25]. The yield is 0.380. (9) The reactants are [Cl:1][C:2]1[CH:3]=[CH:4][C:5]([C:13]2[CH:18]=[CH:17][CH:16]=[CH:15][CH:14]=2)=[C:6]([CH:12]=1)[C:7]([O:9]CC)=[O:8].O.[OH-].[Li+]. No catalyst specified. The product is [Cl:1][C:2]1[CH:3]=[CH:4][C:5]([C:13]2[CH:14]=[CH:15][CH:16]=[CH:17][CH:18]=2)=[C:6]([CH:12]=1)[C:7]([OH:9])=[O:8]. The yield is 0.800.